Task: Predict the reaction yield, written as a fraction of the theoretical maximum amount of product (1.0 means a 100% yield; for example, 0.34 means a 34% yield).. Dataset: Reaction yield outcomes from USPTO patents with 853,638 reactions (1) The reactants are [F:1][C:2]1[CH:3]=[C:4]([S:9](Cl)(=[O:11])=[O:10])[CH:5]=[CH:6][C:7]=1[F:8].[CH3:13][NH:14][CH3:15].C(OCC)C. The catalyst is CN(C=O)C. The product is [F:1][C:2]1[CH:3]=[C:4]([S:9]([N:14]([CH3:15])[CH3:13])(=[O:11])=[O:10])[CH:5]=[CH:6][C:7]=1[F:8]. The yield is 0.250. (2) The reactants are [C:1]([N:3]=[C:4]([N:13]1[CH2:18][CH2:17][N:16]([C:19]2[CH:28]=[N:27][C:26]3[C:21](=[CH:22][CH:23]=[CH:24][CH:25]=3)[N:20]=2)[CH2:15][CH:14]1[CH:29]([CH3:31])[CH3:30])[NH:5][C:6]1[CH:11]=[CH:10][CH:9]=[CH:8][C:7]=1[CH3:12])#[N:2].[H-].[Na+].[CH3:34]I. The catalyst is C[N-]C. The product is [C:1]([N:3]=[C:4]([N:13]1[CH2:18][CH2:17][N:16]([C:19]2[CH:28]=[N:27][C:26]3[C:21](=[CH:22][CH:23]=[CH:24][CH:25]=3)[N:20]=2)[CH2:15][CH:14]1[CH:29]([CH3:31])[CH3:30])[N:5]([CH3:34])[C:6]1[CH:11]=[CH:10][CH:9]=[CH:8][C:7]=1[CH3:12])#[N:2]. The yield is 0.180. (3) The reactants are [NH2:1][C:2]1[N:7]=[CH:6][C:5](I)=[CH:4][N:3]=1.[CH3:9][Si:10]([C:13]#[CH:14])([CH3:12])[CH3:11]. No catalyst specified. The product is [CH3:9][Si:10]([C:13]#[C:14][C:5]1[CH:4]=[N:3][C:2]([NH2:1])=[N:7][CH:6]=1)([CH3:12])[CH3:11]. The yield is 0.730. (4) The reactants are [N+:1]([C:4]1[CH:5]=[C:6]([NH:15][C:16](=[O:18])[CH3:17])[CH:7]=[C:8]([N:10]2[CH:14]=[CH:13][CH:12]=[CH:11]2)[CH:9]=1)([O-])=O.[Cl-].[Ca+2].[Cl-]. The catalyst is C(O)C.O.[Fe]. The product is [NH2:1][C:4]1[CH:5]=[C:6]([NH:15][C:16](=[O:18])[CH3:17])[CH:7]=[C:8]([N:10]2[CH:11]=[CH:12][CH:13]=[CH:14]2)[CH:9]=1. The yield is 0.870. (5) The reactants are [F:1][C:2]1[CH:7]=[CH:6][C:5]([OH:8])=[CH:4][CH:3]=1.Br[CH2:10][CH:11]([O:14][CH3:15])[O:12][CH3:13].C([O-])([O-])=O.[K+].[K+]. The catalyst is C(#N)C. The product is [CH3:13][O:12][CH:11]([O:14][CH3:15])[CH2:10][O:8][C:5]1[CH:6]=[CH:7][C:2]([F:1])=[CH:3][CH:4]=1. The yield is 0.600.